This data is from Forward reaction prediction with 1.9M reactions from USPTO patents (1976-2016). The task is: Predict the product of the given reaction. Given the reactants [CH3:1][N:2]([CH3:23])[C:3]1[CH:12]=[CH:11][CH:10]=[C:9]2[C:4]=1[CH:5]=[CH:6][CH:7]=[C:8]2[S:13]([NH:16][CH2:17][CH2:18][CH2:19][N:20]([CH3:22])[CH3:21])(=[O:15])=[O:14].[CH2:24]([O:26][P:27]([CH2:32][CH2:33][CH2:34][Br:35])(=[O:31])[O:28][CH2:29][CH3:30])[CH3:25], predict the reaction product. The product is: [Br-:35].[CH2:24]([O:26][P:27]([CH2:32][CH2:33][CH2:34][N+:20]([CH2:19][CH2:18][CH2:17][NH:16][S:13]([C:8]1[C:9]2[C:4](=[C:3]([N:2]([CH3:1])[CH3:23])[CH:12]=[CH:11][CH:10]=2)[CH:5]=[CH:6][CH:7]=1)(=[O:15])=[O:14])([CH3:21])[CH3:22])([O:28][CH2:29][CH3:30])=[O:31])[CH3:25].